This data is from Peptide-MHC class II binding affinity with 134,281 pairs from IEDB. The task is: Regression. Given a peptide amino acid sequence and an MHC pseudo amino acid sequence, predict their binding affinity value. This is MHC class II binding data. (1) The peptide sequence is CDDALIEGITLLNAK. The MHC is DRB1_0101 with pseudo-sequence DRB1_0101. The binding affinity (normalized) is 0.438. (2) The peptide sequence is GYKVLVLNPSV. The MHC is DRB4_0101 with pseudo-sequence DRB4_0103. The binding affinity (normalized) is 0.362. (3) The peptide sequence is DVKFPGGGYIVGGVY. The MHC is HLA-DQA10501-DQB10301 with pseudo-sequence HLA-DQA10501-DQB10301. The binding affinity (normalized) is 0.730.